This data is from Reaction yield outcomes from USPTO patents with 853,638 reactions. The task is: Predict the reaction yield, written as a fraction of the theoretical maximum amount of product (1.0 means a 100% yield; for example, 0.34 means a 34% yield). (1) The yield is 0.800. The reactants are CCN(CC)CC.II.[CH:23]1[CH:28]=[CH:27][C:26](P([C:23]2[CH:28]=[CH:27][CH:26]=[CH:25][CH:24]=2)[C:23]2[CH:28]=[CH:27][CH:26]=[CH:25][CH:24]=2)=[CH:25][CH:24]=1.[CH2:29]([O:36][N:37]1[C:43](=[O:44])[N:42]2[CH2:45][C@H:38]1[CH2:39][CH2:40][C@H:41]2[C:46]([NH:48][NH:49][C:50](=O)[CH2:51][N:52]([C:64]([O:66][C:67]([CH3:70])([CH3:69])[CH3:68])=[O:65])[CH:53]1[CH2:56][N:55]([C:57]([O:59][C:60]([CH3:63])([CH3:62])[CH3:61])=[O:58])[CH2:54]1)=[O:47])C1C=CC=CC=1. The catalyst is C(Cl)Cl. The product is [CH2:29]([O:36][N:37]1[C:43](=[O:44])[N:42]2[CH2:45][C@H:38]1[CH2:39][CH2:40][C@H:41]2[C:46]1[O:47][C:50]([CH2:51][N:52]([C:64]([O:66][C:67]([CH3:69])([CH3:68])[CH3:70])=[O:65])[CH:53]2[CH2:54][N:55]([C:57]([O:59][C:60]([CH3:62])([CH3:63])[CH3:61])=[O:58])[CH2:56]2)=[N:49][N:48]=1)[C:23]1[CH:24]=[CH:25][CH:26]=[CH:27][CH:28]=1. (2) The reactants are Br[C:2]1[CH:11]=[C:10]2[C:5]([N:6]=[C:7]([C:12]3[CH:17]=[CH:16][C:15]([F:18])=[C:14]([F:19])[CH:13]=3)[CH:8]=[N:9]2)=[C:4]([C:20]([NH:22][CH2:23][C:24]([O:26]CC)=[O:25])=[O:21])[C:3]=1[OH:29].[C:30]([C:34]1[CH:39]=[CH:38][C:37](B(O)O)=[CH:36][CH:35]=1)([CH3:33])([CH3:32])[CH3:31].C(=O)([O-])[O-].[K+].[K+].[OH-].[Na+]. The catalyst is O1CCOCC1.O.CO.C1C=CC([P]([Pd]([P](C2C=CC=CC=2)(C2C=CC=CC=2)C2C=CC=CC=2)([P](C2C=CC=CC=2)(C2C=CC=CC=2)C2C=CC=CC=2)[P](C2C=CC=CC=2)(C2C=CC=CC=2)C2C=CC=CC=2)(C2C=CC=CC=2)C2C=CC=CC=2)=CC=1. The product is [F:19][C:14]1[CH:13]=[C:12]([C:7]2[CH:8]=[N:9][C:10]3[C:5]([N:6]=2)=[C:4]([C:20]([NH:22][CH2:23][C:24]([OH:26])=[O:25])=[O:21])[C:3]([OH:29])=[C:2]([C:37]2[CH:38]=[CH:39][C:34]([C:30]([CH3:33])([CH3:32])[CH3:31])=[CH:35][CH:36]=2)[CH:11]=3)[CH:17]=[CH:16][C:15]=1[F:18]. The yield is 0.880. (3) The reactants are [CH3:1][O:2][C:3](=[O:18])[CH2:4][O:5][CH2:6][CH2:7][O:8][C:9]1[CH:14]=[CH:13][C:12]([N+:15]([O-])=O)=[CH:11][CH:10]=1. The catalyst is C(OCC)(=O)C.[C].[Pd]. The product is [CH3:1][O:2][C:3](=[O:18])[CH2:4][O:5][CH2:6][CH2:7][O:8][C:9]1[CH:10]=[CH:11][C:12]([NH2:15])=[CH:13][CH:14]=1. The yield is 0.709. (4) The catalyst is CC#N. The product is [C:1]([O:4][C:5]1[CH:20]=[C:19]([NH:21][S:38]([C:28]2[C:37]3[C:32](=[CH:33][CH:34]=[CH:35][CH:36]=3)[CH:31]=[CH:30][CH:29]=2)(=[O:40])=[O:39])[CH:18]=[CH:17][C:6]=1[C:7]([O:9][CH2:10][C:11]1[CH:16]=[CH:15][CH:14]=[CH:13][CH:12]=1)=[O:8])(=[O:3])[CH3:2]. The yield is 0.390. The reactants are [C:1]([O:4][C:5]1[CH:20]=[C:19]([NH2:21])[CH:18]=[CH:17][C:6]=1[C:7]([O:9][CH2:10][C:11]1[CH:16]=[CH:15][CH:14]=[CH:13][CH:12]=1)=[O:8])(=[O:3])[CH3:2].N1C=CC=CC=1.[C:28]1([S:38](Cl)(=[O:40])=[O:39])[C:37]2[C:32](=[CH:33][CH:34]=[CH:35][CH:36]=2)[CH:31]=[CH:30][CH:29]=1.C(O)(C(F)(F)F)=O.